From a dataset of Full USPTO retrosynthesis dataset with 1.9M reactions from patents (1976-2016). Predict the reactants needed to synthesize the given product. Given the product [NH2:24][C:22]1[N:23]=[C:18]([CH2:17][CH2:16][NH:15][C:12]2[CH:11]=[CH:10][C:9]([NH:8][C:6](=[O:7])[C:5]3[CH:32]=[CH:33][C:2]([CH3:1])=[CH:3][C:4]=3[N:34]3[CH2:39][CH2:38][CH:37]([CH3:40])[CH2:36][CH2:35]3)=[CH:14][CH:13]=2)[CH:19]=[CH:20][CH:21]=1, predict the reactants needed to synthesize it. The reactants are: [CH3:1][C:2]1[CH:33]=[CH:32][C:5]([C:6]([NH:8][C:9]2[CH:14]=[CH:13][C:12]([NH:15][CH2:16][CH2:17][C:18]3[N:23]=[C:22]([NH:24]C(=O)OC(C)(C)C)[CH:21]=[CH:20][CH:19]=3)=[CH:11][CH:10]=2)=[O:7])=[C:4]([N:34]2[CH2:39][CH2:38][CH:37]([CH3:40])[CH2:36][CH2:35]2)[CH:3]=1.FC(F)(F)C(O)=O.